This data is from Full USPTO retrosynthesis dataset with 1.9M reactions from patents (1976-2016). The task is: Predict the reactants needed to synthesize the given product. (1) Given the product [CH2:14]([C:15]1[CH:11]=[C:8]([CH3:9])[NH:6][C:4](=[O:5])[C:3]=1[C:1]#[N:2])[CH3:13], predict the reactants needed to synthesize it. The reactants are: [C:1]([CH2:3][C:4]([NH2:6])=[O:5])#[N:2].C[C:8]([CH3:11])([O-])[CH3:9].[K+].[CH3:13][C:14](=O)[C:15]#CC. (2) Given the product [CH3:3][CH:2]([C:4]1[N:8]([CH2:9][CH2:10][C@@H:11]([OH:19])[CH2:12][C@@H:13]([OH:18])[CH2:14][C:15]([O-:17])=[O:16])[C:7]([C:20]2[CH:21]=[CH:22][C:23]([F:26])=[CH:24][CH:25]=2)=[C:6]([C:27]2[CH:28]=[CH:29][CH:30]=[CH:31][CH:32]=2)[C:5]=1[C:33]([NH:35][C:36]1[CH:37]=[CH:38][CH:39]=[CH:40][CH:41]=1)=[O:34])[CH3:1].[CH3:44][CH:43]([C:45]1[N:49]([CH2:50][CH2:51][C@@H:52]([OH:60])[CH2:53][C@@H:54]([OH:59])[CH2:55][C:56]([O-:58])=[O:57])[C:48]([C:61]2[CH:62]=[CH:63][C:64]([F:67])=[CH:65][CH:66]=2)=[C:47]([C:68]2[CH:69]=[CH:70][CH:71]=[CH:72][CH:73]=2)[C:46]=1[C:74]([NH:76][C:77]1[CH:78]=[CH:79][CH:80]=[CH:81][CH:82]=1)=[O:75])[CH3:42].[CH3:89][CH:88]([OH:87])[CH2:90][OH:91].[Ca+2:83], predict the reactants needed to synthesize it. The reactants are: [CH3:1][CH:2]([C:4]1[N:8]([CH2:9][CH2:10][C@@H:11]([OH:19])[CH2:12][C@@H:13]([OH:18])[CH2:14][C:15]([O-:17])=[O:16])[C:7]([C:20]2[CH:21]=[CH:22][C:23]([F:26])=[CH:24][CH:25]=2)=[C:6]([C:27]2[CH:28]=[CH:29][CH:30]=[CH:31][CH:32]=2)[C:5]=1[C:33]([NH:35][C:36]1[CH:37]=[CH:38][CH:39]=[CH:40][CH:41]=1)=[O:34])[CH3:3].[CH3:42][CH:43]([C:45]1[N:49]([CH2:50][CH2:51][C@@H:52]([OH:60])[CH2:53][C@@H:54]([OH:59])[CH2:55][C:56]([O-:58])=[O:57])[C:48]([C:61]2[CH:62]=[CH:63][C:64]([F:67])=[CH:65][CH:66]=2)=[C:47]([C:68]2[CH:69]=[CH:70][CH:71]=[CH:72][CH:73]=2)[C:46]=1[C:74]([NH:76][C:77]1[CH:78]=[CH:79][CH:80]=[CH:81][CH:82]=1)=[O:75])[CH3:44].[Ca+2:83].C([O:87][CH:88]([CH3:90])[CH3:89])(=O)C.[OH2:91]. (3) Given the product [Cl:1][C:2]1[CH:3]=[C:4]([CH3:14])[N:5]=[C:6]([CH3:13])[C:7]=1[CH2:8][OH:9], predict the reactants needed to synthesize it. The reactants are: [Cl:1][C:2]1[C:7]([C:8](OCC)=[O:9])=[C:6]([CH3:13])[N:5]=[C:4]([CH3:14])[CH:3]=1.[H-].C([Al+]CC(C)C)C(C)C.O.O.O.O.O.O.O.O.O.O.S([O-])([O-])(=O)=O.[Na+].[Na+]. (4) Given the product [OH:1][C@@H:2]([C@H:4]1[C:25](=[O:26])[N:6]2[C:7]([C:12]([O:14][CH2:15][C:16]3[CH:17]=[CH:18][C:19]([N+:22]([O-:24])=[O:23])=[CH:20][CH:21]=3)=[O:13])=[C:8]([C:41]3[S:40][C:39]4=[C:35]([C:33]([C:32]5[S:31][CH:30]=[N:29][C:28]=5[CH3:27])=[O:34])[N:36]=[CH:37][N:38]4[CH:42]=3)[C@H:9]([CH3:10])[C@H:5]12)[CH3:3], predict the reactants needed to synthesize it. The reactants are: [OH:1][C@@H:2]([C@H:4]1[C:25](=[O:26])[N:6]2[C@@H:7]([C:12]([O:14][CH2:15][C:16]3[CH:21]=[CH:20][C:19]([N+:22]([O-:24])=[O:23])=[CH:18][CH:17]=3)=[O:13])[C:8](=O)[C@H:9]([CH3:10])[C@H:5]12)[CH3:3].[CH3:27][C:28]1[N:29]=[CH:30][S:31][C:32]=1[C:33]([C:35]1[N:36]=[CH:37][N:38]2[CH:42]=[C:41]([Sn](CCCC)(CCCC)CCCC)[S:40][C:39]=12)=[O:34]. (5) Given the product [NH2:1][CH:2]([CH2:5][CH2:6][S:7][CH3:8])[C:3]([OH:9])=[O:4], predict the reactants needed to synthesize it. The reactants are: [NH2:1][CH:2]([CH2:5][CH2:6][S:7][CH3:8])[CH2:3][OH:4].[OH-:9].[Na+].O. (6) Given the product [ClH:11].[CH2:13]([O:14][C:7](=[NH:8])[C:6]1[CH:9]=[CH:10][C:3]([O:2][CH3:1])=[CH:4][CH:5]=1)[CH3:12], predict the reactants needed to synthesize it. The reactants are: [CH3:1][O:2][C:3]1[CH:10]=[CH:9][C:6]([C:7]#[N:8])=[CH:5][CH:4]=1.[ClH:11].[CH3:12][CH2:13][OH:14]. (7) Given the product [C:17]([C:14]1[CH:15]=[CH:16][C:11]2[N:10]([CH3:22])[C:9](=[O:23])[N:8]([NH:7][CH2:6][C:5]3[CH:24]=[CH:25][C:26]([Cl:28])=[CH:27][C:4]=3[Cl:3])[C:12]=2[CH:13]=1)([OH:19])=[O:18], predict the reactants needed to synthesize it. The reactants are: [OH-].[Na+].[Cl:3][C:4]1[CH:27]=[C:26]([Cl:28])[CH:25]=[CH:24][C:5]=1[CH2:6][NH:7][N:8]1[C:12]2[CH:13]=[C:14]([C:17]([O:19]CC)=[O:18])[CH:15]=[CH:16][C:11]=2[N:10]([CH3:22])[C:9]1=[O:23].C(O)C.O1CCCC1.